This data is from Forward reaction prediction with 1.9M reactions from USPTO patents (1976-2016). The task is: Predict the product of the given reaction. (1) Given the reactants C([O:8][C:9]1[C:14]([O:15][CH3:16])=[CH:13][CH:12]=[CH:11][C:10]=1[CH2:17][C:18]([O:20][CH3:21])=[O:19])C1C=CC=CC=1, predict the reaction product. The product is: [OH:8][C:9]1[C:14]([O:15][CH3:16])=[CH:13][CH:12]=[CH:11][C:10]=1[CH2:17][C:18]([O:20][CH3:21])=[O:19]. (2) Given the reactants [C:1]([C:3]12[CH2:11][CH:8]3[CH2:9][CH:10]1[CH:6]([CH:7]3[O:12][C:13](=[O:21])[CH2:14][O:15][C:16](=[O:20])[C:17]([CH3:19])=[CH2:18])[O:5][C:4]2=[O:22])#[N:2].[C:23](OC(=O)C)(=[O:25])[CH3:24].[Sn](Cl)(Cl)(Cl)Cl.Cl.C(OCC)(=[O:38])C, predict the reaction product. The product is: [C:23]([NH:2][C:1]([C:3]12[CH2:11][CH:8]3[CH2:9][CH:10]1[CH:6]([CH:7]3[O:12][C:13](=[O:21])[CH2:14][O:15][C:16](=[O:20])[C:17]([CH3:19])=[CH2:18])[O:5][C:4]2=[O:22])=[O:38])(=[O:25])[CH3:24]. (3) Given the reactants [CH3:1][O:2][C:3]1[CH:8]=[CH:7][C:6]([N:9]2[C:13]([C:14]3[CH:19]=[CH:18][C:17]([O:20][CH3:21])=[CH:16][CH:15]=3)=[N:12][C:11]([OH:22])=[N:10]2)=[CH:5][CH:4]=1.Br[CH2:24][C:25]#[C:26][CH3:27], predict the reaction product. The product is: [CH3:1][O:2][C:3]1[CH:4]=[CH:5][C:6]([N:9]2[C:13]([C:14]3[CH:19]=[CH:18][C:17]([O:20][CH3:21])=[CH:16][CH:15]=3)=[N:12][C:11]([O:22][CH2:24][C:25]#[C:26][CH3:27])=[N:10]2)=[CH:7][CH:8]=1. (4) The product is: [NH2:1][C:2]1[CH:7]=[CH:6][C:5]([C:8](=[N:12][OH:13])[CH3:9])=[CH:4][CH:3]=1. Given the reactants [NH2:1][C:2]1[CH:7]=[CH:6][C:5]([C:8](=O)[CH3:9])=[CH:4][CH:3]=1.Cl.[NH2:12][OH:13].[OH-].[Na+].[Cl-].[Na+], predict the reaction product. (5) Given the reactants S(Cl)([Cl:3])=O.O[CH2:6][CH2:7][S:8][C:9]1[N:10]([CH3:14])[CH:11]=[CH:12][N:13]=1, predict the reaction product. The product is: [ClH:3].[Cl:3][CH2:6][CH2:7][S:8][C:9]1[N:10]([CH3:14])[CH:11]=[CH:12][N:13]=1. (6) Given the reactants [CH2:1]([O:3][C:4]([CH:6]=[CH:7][C:8]1[CH:13]=[CH:12][C:11]([CH:14]2[CH2:19][CH2:18][N:17]([C:20]([O:22][C:23]([CH3:26])([CH3:25])[CH3:24])=[O:21])[CH2:16][CH:15]2[OH:27])=[CH:10][CH:9]=1)=[O:5])[CH3:2], predict the reaction product. The product is: [CH2:1]([O:3][C:4]([CH2:6][CH2:7][C:8]1[CH:9]=[CH:10][C:11]([CH:14]2[CH2:19][CH2:18][N:17]([C:20]([O:22][C:23]([CH3:26])([CH3:25])[CH3:24])=[O:21])[CH2:16][CH:15]2[OH:27])=[CH:12][CH:13]=1)=[O:5])[CH3:2]. (7) The product is: [Cl:5][C:6]1[CH:7]=[C:8]([C:13]([OH:18])([CH:1]=[CH2:2])[C:14]([F:15])([F:16])[F:17])[CH:9]=[C:10]([Cl:12])[CH:11]=1. Given the reactants [CH:1]([Mg]Br)=[CH2:2].[Cl:5][C:6]1[CH:7]=[C:8]([C:13](=[O:18])[C:14]([F:17])([F:16])[F:15])[CH:9]=[C:10]([Cl:12])[CH:11]=1, predict the reaction product. (8) The product is: [C:26]([O:29][CH2:2][C:3]1[CH:17]=[CH:16][C:6]([O:7][C:8](=[CH:13][O:14][CH3:15])[C:9]([O:11][CH3:12])=[O:10])=[C:5]([C:18]([O:20][C:21]([CH3:24])([CH3:23])[CH3:22])=[O:19])[C:4]=1[CH3:25])(=[O:28])[CH3:27]. Given the reactants Br[CH2:2][C:3]1[CH:17]=[CH:16][C:6]([O:7][C:8](=[CH:13][O:14][CH3:15])[C:9]([O:11][CH3:12])=[O:10])=[C:5]([C:18]([O:20][C:21]([CH3:24])([CH3:23])[CH3:22])=[O:19])[C:4]=1[CH3:25].[C:26]([O-:29])(=[O:28])[CH3:27].[Na+].CN(C)C(=O)C, predict the reaction product.